From a dataset of Forward reaction prediction with 1.9M reactions from USPTO patents (1976-2016). Predict the product of the given reaction. (1) Given the reactants [C:1]([C:3]1[CH:4]=[C:5]([CH:10]=[CH:11][CH:12]=1)[C:6]([O:8][CH3:9])=[O:7])#[CH:2].I[C:14]1[CH:19]=[CH:18][C:17]([CH2:20][CH:21]([NH:23][C:24](=[O:26])[CH3:25])[CH3:22])=[CH:16][CH:15]=1, predict the reaction product. The product is: [C:24]([NH:23][CH:21]([CH3:22])[CH2:20][C:17]1[CH:18]=[CH:19][C:14]([C:2]#[C:1][C:3]2[CH:4]=[C:5]([CH:10]=[CH:11][CH:12]=2)[C:6]([O:8][CH3:9])=[O:7])=[CH:15][CH:16]=1)(=[O:26])[CH3:25]. (2) The product is: [CH:18]1([NH:8][CH2:9][C:10]([F:17])([CH3:16])[C:11]([O:13][CH2:14][CH3:15])=[O:12])[CH2:19][CH2:20][CH2:21][CH2:22]1. Given the reactants C([N:8]([CH:18]1[CH2:22][CH2:21][CH2:20][CH2:19]1)[CH2:9][C:10]([F:17])([CH3:16])[C:11]([O:13][CH2:14][CH3:15])=[O:12])C1C=CC=CC=1.C(O)(C(F)(F)F)=O, predict the reaction product. (3) Given the reactants [Cl:1][S:2]([C:5]1[CH:6]=[C:7]([CH:11]=[CH:12][CH:13]=1)[C:8]([OH:10])=[O:9])(=[O:4])=[O:3].P(Cl)(Cl)(Cl)(Cl)Cl.[N+:20]([C:23]1[CH:24]=[C:25]([S:29]([CH2:32][CH2:33]O)(=[O:31])=[O:30])[CH:26]=[CH:27][CH:28]=1)([O-:22])=[O:21], predict the reaction product. The product is: [N+:20]([C:23]1[CH:24]=[C:25]([S:29]([CH2:32][CH2:33][O:9][C:8](=[O:10])[C:7]2[CH:11]=[CH:12][CH:13]=[C:5]([S:2]([Cl:1])(=[O:4])=[O:3])[CH:6]=2)(=[O:31])=[O:30])[CH:26]=[CH:27][CH:28]=1)([O-:22])=[O:21]. (4) Given the reactants [CH:1]([C:4]1[N:9]=[C:8]([C:10](=[N:12][OH:13])[NH2:11])[CH:7]=[C:6]([C:14]2[CH:19]=[CH:18][CH:17]=[CH:16][CH:15]=2)[N:5]=1)([CH3:3])[CH3:2].[C:20](N1C=CN=C1)(N1C=CN=C1)=[O:21].N12CCCN=C1CCCCC2.Cl, predict the reaction product. The product is: [CH:1]([C:4]1[N:9]=[C:8]([C:10]2[NH:12][O:13][C:20](=[O:21])[N:11]=2)[CH:7]=[C:6]([C:14]2[CH:19]=[CH:18][CH:17]=[CH:16][CH:15]=2)[N:5]=1)([CH3:3])[CH3:2]. (5) Given the reactants [F:1][C:2]1[C:3]([C:9]2[CH:14]=[C:13]([N+:15]([O-])=O)[C:12]([CH3:18])=[CH:11][N+:10]=2[O-])=[N:4][C:5]([CH3:8])=[CH:6][CH:7]=1.[OH-].[Na+], predict the reaction product. The product is: [F:1][C:2]1[C:3]([C:9]2[CH:14]=[C:13]([NH2:15])[C:12]([CH3:18])=[CH:11][N:10]=2)=[N:4][C:5]([CH3:8])=[CH:6][CH:7]=1. (6) Given the reactants [H-].[Na+].C(OP([CH2:11][C:12]([O:14][CH2:15][CH3:16])=[O:13])(OCC)=O)C.[Br:17][C:18]1[CH:19]=[CH:20][C:21]([N:26]2[CH2:30][CH2:29][CH2:28][CH2:27]2)=[C:22]([CH:25]=1)[CH:23]=O.O, predict the reaction product. The product is: [Br:17][C:18]1[CH:19]=[CH:20][C:21]([N:26]2[CH2:30][CH2:29][CH2:28][CH2:27]2)=[C:22](/[CH:23]=[CH:11]/[C:12]([O:14][CH2:15][CH3:16])=[O:13])[CH:25]=1. (7) Given the reactants [N+:1]([C:4]1[CH:5]=[C:6]([CH2:10][C:11]([NH:13][C@H:14]([C:16]([OH:18])=O)[CH3:15])=[O:12])[CH:7]=[CH:8][CH:9]=1)([O-:3])=[O:2].Cl.[CH2:20]([O:22][C:23](=[O:29])[C@H:24]([CH:26]([CH3:28])[CH3:27])[NH2:25])[CH3:21], predict the reaction product. The product is: [CH2:20]([O:22][C:23](=[O:29])[C@H:24]([CH:26]([CH3:28])[CH3:27])[NH:25][C:16](=[O:18])[C@H:14]([CH3:15])[NH:13][C:11](=[O:12])[CH2:10][C:6]1[CH:7]=[CH:8][CH:9]=[C:4]([N+:1]([O-:3])=[O:2])[CH:5]=1)[CH3:21]. (8) The product is: [CH2:1]([N:8]1[CH2:9][C@H:10]2[C@H:11]([C:14](=[O:16])[C:23]3[C:18]2=[CH:19][C:20]([Br:24])=[CH:21][CH:22]=3)[CH2:12][CH2:13]1)[C:2]1[CH:7]=[CH:6][CH:5]=[CH:4][CH:3]=1. Given the reactants [CH2:1]([N:8]1[CH2:13][CH2:12][CH:11]([C:14]([O:16]C)=O)[CH:10]([C:18]2[CH:23]=[CH:22][CH:21]=[C:20]([Br:24])[CH:19]=2)[CH2:9]1)[C:2]1[CH:7]=[CH:6][CH:5]=[CH:4][CH:3]=1.[NH4+].[Cl-], predict the reaction product.